This data is from Catalyst prediction with 721,799 reactions and 888 catalyst types from USPTO. The task is: Predict which catalyst facilitates the given reaction. Reactant: Cl[C:2]1[N:3]=[N:4][C:5]([N:8]2[CH2:13][CH2:12][N:11]([CH2:14][C:15]([N:17]3[CH2:22][CH2:21][N:20]([CH:23]4[CH2:26][CH2:25][CH2:24]4)[CH2:19][CH2:18]3)=[O:16])[CH2:10][CH2:9]2)=[CH:6][CH:7]=1.C([Sn](CCCC)(CCCC)[C:32]1[S:33][CH:34]=[CH:35][N:36]=1)CCC. Product: [CH:23]1([N:20]2[CH2:21][CH2:22][N:17]([C:15](=[O:16])[CH2:14][N:11]3[CH2:12][CH2:13][N:8]([C:5]4[N:4]=[N:3][C:2]([C:32]5[S:33][CH:34]=[CH:35][N:36]=5)=[CH:7][CH:6]=4)[CH2:9][CH2:10]3)[CH2:18][CH2:19]2)[CH2:26][CH2:25][CH2:24]1. The catalyst class is: 109.